Dataset: Catalyst prediction with 721,799 reactions and 888 catalyst types from USPTO. Task: Predict which catalyst facilitates the given reaction. The catalyst class is: 2. Reactant: C(=O)([O-])N.[NH2:5][CH2:6][CH:7]1[CH2:12][CH2:11][N:10]([C:13]([N:15]2[CH2:20][CH2:19][CH2:18][C@@H:17]([C:21]([C:31]3[CH:36]=[CH:35][CH:34]=[C:33]([Cl:37])[C:32]=3[C:38]3[CH:43]=[CH:42][CH:41]=[C:40]([CH2:44][CH3:45])[CH:39]=3)([OH:30])[CH2:22][CH2:23][CH2:24][NH:25][C:26](=[O:29])[O:27][CH3:28])[CH2:16]2)=[O:14])[CH2:9][CH2:8]1.[N+:46]([C:49]1[CH:54]=[CH:53][CH:52]=[CH:51][C:50]=1[S:55](Cl)(=[O:57])=[O:56])([O-:48])=[O:47].CCN(CC)CC. Product: [Cl:37][C:33]1[C:32]([C:38]2[CH:43]=[CH:42][CH:41]=[C:40]([CH2:44][CH3:45])[CH:39]=2)=[C:31]([C:21]([OH:30])([C@@H:17]2[CH2:18][CH2:19][CH2:20][N:15]([C:13]([N:10]3[CH2:9][CH2:8][CH:7]([CH2:6][NH:5][S:55]([C:50]4[CH:51]=[CH:52][CH:53]=[CH:54][C:49]=4[N+:46]([O-:48])=[O:47])(=[O:56])=[O:57])[CH2:12][CH2:11]3)=[O:14])[CH2:16]2)[CH2:22][CH2:23][CH2:24][NH:25][C:26](=[O:29])[O:27][CH3:28])[CH:36]=[CH:35][CH:34]=1.